From a dataset of Full USPTO retrosynthesis dataset with 1.9M reactions from patents (1976-2016). Predict the reactants needed to synthesize the given product. (1) Given the product [CH2:18]([O:20][C:21]1[CH:27]=[CH:26][C:25]([O:28][CH2:29][CH3:30])=[CH:24][C:22]=1[NH:23][C:2]1[CH:7]=[C:6]([C:8]([F:11])([F:10])[F:9])[N:5]=[C:4]([C:12]2[CH:13]=[N:14][CH:15]=[CH:16][CH:17]=2)[N:3]=1)[CH3:19], predict the reactants needed to synthesize it. The reactants are: Cl[C:2]1[CH:7]=[C:6]([C:8]([F:11])([F:10])[F:9])[N:5]=[C:4]([C:12]2[CH:13]=[N:14][CH:15]=[CH:16][CH:17]=2)[N:3]=1.[CH2:18]([O:20][C:21]1[CH:27]=[CH:26][C:25]([O:28][CH2:29][CH3:30])=[CH:24][C:22]=1[NH2:23])[CH3:19].Cl.[OH-].[Na+]. (2) The reactants are: Cl[C:2](Cl)([O:4]C(=O)OC(Cl)(Cl)Cl)Cl.[Cl:13][C:14]1[CH:21]=[CH:20][C:17]([CH2:18][NH2:19])=[CH:16][C:15]=1[C:22]([F:25])([F:24])[F:23].C(N(CC)CC)C. Given the product [Cl:13][C:14]1[CH:21]=[CH:20][C:17]([CH2:18][N:19]=[C:2]=[O:4])=[CH:16][C:15]=1[C:22]([F:23])([F:24])[F:25], predict the reactants needed to synthesize it.